This data is from Full USPTO retrosynthesis dataset with 1.9M reactions from patents (1976-2016). The task is: Predict the reactants needed to synthesize the given product. (1) The reactants are: [CH3:1][C:2]1[C:7]([CH3:8])=[CH:6][C:5]([CH3:9])=[CH:4][C:3]=1[OH:10].[Cl:11][C:12]1[CH:17]=[C:16]([S:18]([C:21]([F:24])([F:23])[F:22])(=[O:20])=[O:19])[CH:15]=[CH:14][C:13]=1[N:25]=[C:26]=[O:27]. Given the product [Cl:11][C:12]1[CH:17]=[C:16]([S:18]([C:21]([F:24])([F:23])[F:22])(=[O:20])=[O:19])[CH:15]=[CH:14][C:13]=1[NH:25][C:26](=[O:27])[C:4]1[C:5]([CH3:9])=[CH:6][C:7]([CH3:8])=[C:2]([CH3:1])[C:3]=1[OH:10], predict the reactants needed to synthesize it. (2) Given the product [CH2:35]([O:37][C:38]1[CH:43]=[CH:42][C:41]([CH2:44][CH2:34][C:33]2[NH:24][C:25](=[O:26])[C:27]3[CH:31]=[CH:30][O:29][C:28]=3[CH:32]=2)=[CH:40][CH:39]=1)[CH3:36], predict the reactants needed to synthesize it. The reactants are: CC1(C)CCCC(C)(C)N1.CCCCCC.C([Li])CCC.C([N:24]([CH2:33][CH3:34])[C:25]([C:27]1[CH:31]=[CH:30][O:29][C:28]=1[CH3:32])=[O:26])C.[CH2:35]([O:37][C:38]1[CH:43]=[CH:42][C:41]([CH2:44]CC#N)=[CH:40][CH:39]=1)[CH3:36].Cl. (3) Given the product [OH:1][CH2:2][CH2:3][O:4][CH2:5][CH2:6][O:7][CH2:8][CH2:9][O:10][C:11]1[CH:16]=[CH:15][C:14](/[CH:17]=[CH:18]/[C:19]2[CH:24]=[CH:23][C:22]([NH2:25])=[CH:21][CH:20]=2)=[CH:13][N:12]=1, predict the reactants needed to synthesize it. The reactants are: [OH:1][CH2:2][CH2:3][O:4][CH2:5][CH2:6][O:7][CH2:8][CH2:9][O:10][C:11]1[CH:16]=[CH:15][C:14](/[CH:17]=[CH:18]/[C:19]2[CH:24]=[CH:23][C:22]([N+:25]([O-])=O)=[CH:21][CH:20]=2)=[CH:13][N:12]=1.Cl. (4) Given the product [O:13]1[CH2:14][CH2:15][O:16][CH:12]1[CH2:11][N:10]1[C:25](=[O:24])[CH:26]=[N:1][C:2]2[CH:7]=[CH:6][C:5]([O:8][CH3:9])=[N:4][C:3]1=2, predict the reactants needed to synthesize it. The reactants are: [NH2:1][C:2]1[C:3]([NH:10][CH2:11][CH:12]2[O:16][CH2:15][CH2:14][O:13]2)=[N:4][C:5]([O:8][CH3:9])=[CH:6][CH:7]=1.C1(C)C=CC=CC=1.[O:24]=[CH:25][C:26](OCC)=O.[H-].[Na+].